The task is: Predict the product of the given reaction.. This data is from Forward reaction prediction with 1.9M reactions from USPTO patents (1976-2016). Given the reactants C([O:4][C:5]1[C:6]([CH3:20])=[C:7]2[CH:18]=[CH:17][N:16]([CH3:19])[C:8]2=[N:9][C:10]=1[CH2:11][CH2:12][CH2:13][CH2:14][CH3:15])(=O)C.CC(C[AlH]CC(C)C)C.C(C(C(C([O-])=O)O)O)([O-])=O.[K+].[Na+].CO.C(Cl)Cl.[C:47]([OH:53])([C:49]([F:52])([F:51])[F:50])=[O:48], predict the reaction product. The product is: [F:50][C:49]([F:52])([F:51])[C:47]([OH:53])=[O:48].[CH3:19][N:16]1[C:8]2=[N:9][C:10]([CH2:11][CH2:12][CH2:13][CH2:14][CH3:15])=[C:5]([OH:4])[C:6]([CH3:20])=[C:7]2[CH2:18][CH2:17]1.